Dataset: NCI-60 drug combinations with 297,098 pairs across 59 cell lines. Task: Regression. Given two drug SMILES strings and cell line genomic features, predict the synergy score measuring deviation from expected non-interaction effect. (1) Drug 1: CN(CC1=CN=C2C(=N1)C(=NC(=N2)N)N)C3=CC=C(C=C3)C(=O)NC(CCC(=O)O)C(=O)O. Drug 2: CS(=O)(=O)OCCCCOS(=O)(=O)C. Cell line: SNB-19. Synergy scores: CSS=53.6, Synergy_ZIP=-3.10, Synergy_Bliss=-3.45, Synergy_Loewe=-4.46, Synergy_HSA=-2.58. (2) Drug 1: CC12CCC(CC1=CCC3C2CCC4(C3CC=C4C5=CN=CC=C5)C)O. Drug 2: CN(CC1=CN=C2C(=N1)C(=NC(=N2)N)N)C3=CC=C(C=C3)C(=O)NC(CCC(=O)O)C(=O)O. Cell line: NCI-H322M. Synergy scores: CSS=7.17, Synergy_ZIP=0.703, Synergy_Bliss=3.04, Synergy_Loewe=-1.50, Synergy_HSA=0.527. (3) Synergy scores: CSS=36.4, Synergy_ZIP=-5.81, Synergy_Bliss=-6.92, Synergy_Loewe=-2.71, Synergy_HSA=-4.71. Cell line: CAKI-1. Drug 1: C1=CC(=CC=C1CCCC(=O)O)N(CCCl)CCCl. Drug 2: CC12CCC3C(C1CCC2O)C(CC4=C3C=CC(=C4)O)CCCCCCCCCS(=O)CCCC(C(F)(F)F)(F)F. (4) Drug 1: C1=NC2=C(N1)C(=S)N=C(N2)N. Drug 2: CC1CCCC2(C(O2)CC(NC(=O)CC(C(C(=O)C(C1O)C)(C)C)O)C(=CC3=CSC(=N3)C)C)C. Cell line: NCI-H460. Synergy scores: CSS=32.4, Synergy_ZIP=0.164, Synergy_Bliss=0.781, Synergy_Loewe=-0.652, Synergy_HSA=-0.554.